From a dataset of Catalyst prediction with 721,799 reactions and 888 catalyst types from USPTO. Predict which catalyst facilitates the given reaction. (1) Reactant: [Si:1]([O:8][CH2:9][CH2:10][CH2:11][C:12]1[CH:17]=[CH:16][C:15]([CH2:18][CH:19]([C:35]#[N:36])[C:20]([N:22]([CH:32]2[CH2:34][CH2:33]2)[CH2:23][C:24]2[CH:29]=[CH:28][CH:27]=[C:26]([Cl:30])[C:25]=2[Cl:31])=[O:21])=[CH:14][CH:13]=1)([C:4]([CH3:7])([CH3:6])[CH3:5])([CH3:3])[CH3:2].[CH3:37][Si]([N-][Si](C)(C)C)(C)C.[K+].IC. Product: [Si:1]([O:8][CH2:9][CH2:10][CH2:11][C:12]1[CH:17]=[CH:16][C:15]([CH2:18][C:19]([C:35]#[N:36])([CH3:37])[C:20]([N:22]([CH:32]2[CH2:34][CH2:33]2)[CH2:23][C:24]2[CH:29]=[CH:28][CH:27]=[C:26]([Cl:30])[C:25]=2[Cl:31])=[O:21])=[CH:14][CH:13]=1)([C:4]([CH3:7])([CH3:6])[CH3:5])([CH3:3])[CH3:2]. The catalyst class is: 1. (2) Reactant: [Cl:1][C:2]1[N:3]([CH2:10][C:11]([OH:25])([CH3:24])[CH2:12]OS(C2C=CC(C)=CC=2)(=O)=O)[CH:4]=[C:5]([N+:7]([O-:9])=[O:8])[N:6]=1.[F:26][C:27]([F:42])([F:41])[C:28]1[CH:40]=[CH:39][C:31]([O:32][CH:33]2[CH2:38][CH2:37][NH:36][CH2:35][CH2:34]2)=[CH:30][CH:29]=1.[I-].[Na+].C(N(CC)CC)C. Product: [Cl:1][C:2]1[N:3]([CH2:10][C:11]([CH3:24])([OH:25])[CH2:12][N:36]2[CH2:35][CH2:34][CH:33]([O:32][C:31]3[CH:30]=[CH:29][C:28]([C:27]([F:26])([F:41])[F:42])=[CH:40][CH:39]=3)[CH2:38][CH2:37]2)[CH:4]=[C:5]([N+:7]([O-:9])=[O:8])[N:6]=1. The catalyst class is: 18. (3) Reactant: [Si]([O:18][CH2:19][C:20]1[S:28][C:27]2[C:26](=[O:29])[N:25]([C:30]3[CH:35]=[CH:34][C:33]([O:36][CH2:37][CH2:38][N:39]([CH3:41])[CH3:40])=[CH:32][CH:31]=3)[CH:24]=[N:23][C:22]=2[CH:21]=1)(C(C)(C)C)(C1C=CC=CC=1)C1C=CC=CC=1.CCCC[N+](CCCC)(CCCC)CCCC.[F-]. Product: [CH3:40][N:39]([CH3:41])[CH2:38][CH2:37][O:36][C:33]1[CH:34]=[CH:35][C:30]([N:25]2[C:26](=[O:29])[C:27]3[S:28][C:20]([CH2:19][OH:18])=[CH:21][C:22]=3[N:23]=[CH:24]2)=[CH:31][CH:32]=1. The catalyst class is: 1.